From a dataset of Reaction yield outcomes from USPTO patents with 853,638 reactions. Predict the reaction yield, written as a fraction of the theoretical maximum amount of product (1.0 means a 100% yield; for example, 0.34 means a 34% yield). (1) The reactants are [CH3:1][Si:2]([CH2:5][O:6][C:7]1[CH:14]=[CH:13][C:10]([CH:11]=O)=[CH:9][CH:8]=1)([CH3:4])[CH3:3].[C:15]([NH2:21])(=[O:20])[CH2:16][C:17]([NH2:19])=[O:18].N1CCCCC1.C(O)(=O)C. The catalyst is C1(C)C=CC=CC=1.O. The product is [CH3:1][Si:2]([CH2:5][O:6][C:7]1[CH:14]=[CH:13][C:10]([CH:11]=[C:16]([C:15]([NH2:21])=[O:20])[C:17]([NH2:19])=[O:18])=[CH:9][CH:8]=1)([CH3:4])[CH3:3]. The yield is 0.490. (2) The reactants are Br[C:2]1[CH:11]=[C:10]2[C:5]([CH:6]=[CH:7][N:8]=[C:9]2[N:12]2[CH2:17][CH2:16][N:15]([C:18]([O:20][C:21]([CH3:24])([CH3:23])[CH3:22])=[O:19])[CH2:14][CH2:13]2)=[CH:4][CH:3]=1.[Cl:25][C:26]1[CH:27]=[C:28]([SH:33])[CH:29]=[CH:30][C:31]=1[Cl:32]. The catalyst is CCCCO.C1C=CC([P]([Pd]([P](C2C=CC=CC=2)(C2C=CC=CC=2)C2C=CC=CC=2)([P](C2C=CC=CC=2)(C2C=CC=CC=2)C2C=CC=CC=2)[P](C2C=CC=CC=2)(C2C=CC=CC=2)C2C=CC=CC=2)(C2C=CC=CC=2)C2C=CC=CC=2)=CC=1. The product is [C:21]([O:20][C:18]([N:15]1[CH2:16][CH2:17][N:12]([C:9]2[C:10]3[C:5](=[CH:4][CH:3]=[C:2]([S:33][C:28]4[CH:29]=[CH:30][C:31]([Cl:32])=[C:26]([Cl:25])[CH:27]=4)[CH:11]=3)[CH:6]=[CH:7][N:8]=2)[CH2:13][CH2:14]1)=[O:19])([CH3:24])([CH3:23])[CH3:22]. The yield is 0.360.